Task: Regression. Given a peptide amino acid sequence and an MHC pseudo amino acid sequence, predict their binding affinity value. This is MHC class II binding data.. Dataset: Peptide-MHC class II binding affinity with 134,281 pairs from IEDB (1) The peptide sequence is HDGGCRKELAAVSVD. The MHC is DRB1_0101 with pseudo-sequence DRB1_0101. The binding affinity (normalized) is 0.672. (2) The peptide sequence is AAVELARALVRAVAE. The MHC is DRB1_0701 with pseudo-sequence DRB1_0701. The binding affinity (normalized) is 0.569.